Regression. Given a peptide amino acid sequence and an MHC pseudo amino acid sequence, predict their binding affinity value. This is MHC class II binding data. From a dataset of Peptide-MHC class II binding affinity with 134,281 pairs from IEDB. (1) The peptide sequence is AVTFVNAPAFAAERG. The MHC is HLA-DQA10301-DQB10302 with pseudo-sequence HLA-DQA10301-DQB10302. The binding affinity (normalized) is 0.172. (2) The peptide sequence is RLKGESRKTFVELMR. The MHC is DRB1_0404 with pseudo-sequence DRB1_0404. The binding affinity (normalized) is 0.625. (3) The peptide sequence is NVTENFNMWKNNMVEQMH. The MHC is DRB1_1302 with pseudo-sequence DRB1_1302. The binding affinity (normalized) is 0.504. (4) The peptide sequence is DNINTPEGIIPALFE. The MHC is DRB1_0701 with pseudo-sequence DRB1_0701. The binding affinity (normalized) is 0.280. (5) The peptide sequence is PGFIILALFLAHYIG. The binding affinity (normalized) is 0.497. The MHC is DRB1_1501 with pseudo-sequence DRB1_1501.